This data is from Full USPTO retrosynthesis dataset with 1.9M reactions from patents (1976-2016). The task is: Predict the reactants needed to synthesize the given product. (1) Given the product [ClH:19].[CH3:21][O:11][C:10](=[O:12])[C@@H:8]([CH2:7][C:6]1[CH:13]=[CH:14][C:15]([CH3:16])=[C:4]([O:3][CH3:2])[CH:5]=1)[NH2:9], predict the reactants needed to synthesize it. The reactants are: Cl.[CH3:2][O:3][C:4]1[CH:5]=[C:6]([CH:13]=[CH:14][C:15]=1[CH3:16])[CH2:7][C@H:8]([C:10]([OH:12])=[O:11])[NH2:9].S(Cl)([Cl:19])=O.[CH3:21]O. (2) Given the product [C:1]([C:3]1[C:4]([N:17]2[CH2:18][CH:19]([C:21](=[O:23])[NH:36][S:33]([CH2:32][C:26]3[C:27]([F:31])=[CH:28][CH:29]=[CH:30][C:25]=3[F:24])(=[O:34])=[O:35])[CH2:20]2)=[N:5][C:6]([CH:14]([F:16])[F:15])=[C:7]([CH:8]=1)[C:9]([O:11][CH2:12][CH3:13])=[O:10])#[N:2], predict the reactants needed to synthesize it. The reactants are: [C:1]([C:3]1[C:4]([N:17]2[CH2:20][CH:19]([C:21]([OH:23])=O)[CH2:18]2)=[N:5][C:6]([CH:14]([F:16])[F:15])=[C:7]([C:9]([O:11][CH2:12][CH3:13])=[O:10])[CH:8]=1)#[N:2].[F:24][C:25]1[CH:30]=[CH:29][CH:28]=[C:27]([F:31])[C:26]=1[CH2:32][S:33]([NH2:36])(=[O:35])=[O:34]. (3) Given the product [CH3:37][O:36][CH2:35][CH2:34][O:33][C:31]([N:22]1[CH:23]=[CH:24][C:20]([C:17]2[CH:18]=[C:19]3[C:14](=[CH:15][CH:16]=2)[N:13]([CH3:25])[C:12]2[N:26]([CH3:29])[C:27](=[O:28])[C:9]([C:3]4[CH:4]=[CH:5][C:6]([Cl:8])=[CH:7][C:2]=4[Cl:1])=[CH:10][C:11]3=2)=[N:21]1)=[O:32], predict the reactants needed to synthesize it. The reactants are: [Cl:1][C:2]1[CH:7]=[C:6]([Cl:8])[CH:5]=[CH:4][C:3]=1[C:9]1[C:27](=[O:28])[N:26]([CH3:29])[C:12]2[N:13]([CH3:25])[C:14]3[C:19]([C:11]=2[CH:10]=1)=[CH:18][C:17]([C:20]1[NH:21][N:22]=[CH:23][CH:24]=1)=[CH:16][CH:15]=3.Cl[C:31]([O:33][CH2:34][CH2:35][O:36][CH3:37])=[O:32].